This data is from Reaction yield outcomes from USPTO patents with 853,638 reactions. The task is: Predict the reaction yield, written as a fraction of the theoretical maximum amount of product (1.0 means a 100% yield; for example, 0.34 means a 34% yield). (1) The reactants are C(=O)([O-])[O-].[K+].[K+].C([O:10][C:11]1[CH:16]=[CH:15][CH:14]=[C:13]([C:17]([NH:19][CH2:20][C:21]2[CH:26]=[CH:25][CH:24]=[CH:23][N:22]=2)=[O:18])[CH:12]=1)(=O)C. The catalyst is O.CO. The product is [OH:10][C:11]1[CH:12]=[C:13]([CH:14]=[CH:15][CH:16]=1)[C:17]([NH:19][CH2:20][C:21]1[CH:26]=[CH:25][CH:24]=[CH:23][N:22]=1)=[O:18]. The yield is 0.650. (2) The reactants are [C:1]([C:4]1[CH:9]=[CH:8][CH:7]=[CH:6][CH:5]=1)(=[O:3])[CH3:2].[CH3:10][N:11]([CH:13]=O)[CH3:12]. The catalyst is CC(N(C)C)=O. The product is [CH3:10][N:11]([CH3:13])/[CH:12]=[CH:2]/[C:1]([C:4]1[CH:9]=[CH:8][CH:7]=[CH:6][CH:5]=1)=[O:3]. The yield is 0.293. (3) The reactants are [O:1]1[CH2:5][CH2:4][C@@H:3]([OH:6])[CH2:2]1.[C:7](Cl)([Cl:9])=[O:8].C1(C)C=CC=CC=1. The catalyst is C(Cl)Cl. The product is [Cl:9][C:7]([O:6][C@@H:3]1[CH2:4][CH2:5][O:1][CH2:2]1)=[O:8]. The yield is 0.850. (4) The reactants are [CH2:1]([O:3][C:4](=[O:13])[C:5]1[CH:10]=[C:9]([Br:11])[CH:8]=[CH:7][C:6]=1Cl)[CH3:2].[N+:14]([O-:17])([O-])=[O:15].[K+].[C:19]([N:26]1[CH2:31][CH2:30][NH:29][CH2:28][CH2:27]1)([O:21][C:22]([CH3:25])([CH3:24])[CH3:23])=[O:20].C(=O)([O-])[O-].[Cs+].[Cs+]. The catalyst is S(=O)(=O)(O)O.C(OCC)(=O)C. The product is [C:22]([O:21][C:19]([N:26]1[CH2:31][CH2:30][N:29]([C:6]2[C:7]([N+:14]([O-:17])=[O:15])=[CH:8][C:9]([Br:11])=[CH:10][C:5]=2[C:4]([O:3][CH2:1][CH3:2])=[O:13])[CH2:28][CH2:27]1)=[O:20])([CH3:25])([CH3:23])[CH3:24]. The yield is 0.260. (5) The product is [OH:14][CH2:2][CH2:3][CH2:4][CH2:5][CH2:6][CH2:7][CH2:8][C:9]([OH:11])=[O:10]. The reactants are Br[CH2:2][CH2:3][CH2:4][CH2:5][CH2:6][CH2:7][CH2:8][C:9]([OH:11])=[O:10].C([O-])(=[O:14])C.[Na+].[OH-].[K+].S(=O)(=O)(O)O.[Na+].[Cl-]. The yield is 0.980. The catalyst is CN(C=O)C.O.[I-].[Na+]. (6) The reactants are [CH3:1][N-:2]C.[NH2:4][C:5]1[CH:13]=[C:12]([F:14])[CH:11]=[CH:10][C:6]=1[C:7](O)=[O:8].C(N)=O. The catalyst is O. The product is [F:14][C:12]1[CH:13]=[C:5]2[C:6]([C:7](=[O:8])[NH:2][CH:1]=[N:4]2)=[CH:10][CH:11]=1. The yield is 0.780. (7) The reactants are F[C:2]1[CH:10]=[CH:9][C:8]([S:11]([CH3:14])(=[O:13])=[O:12])=[CH:7][C:3]=1[C:4]([OH:6])=[O:5].C(=O)([O-])[O-].[Cs+].[Cs+].[F:21][C:22]([F:26])([F:25])[CH2:23][SH:24].Cl. The catalyst is CN(C)C=O. The product is [CH3:14][S:11]([C:8]1[CH:9]=[CH:10][C:2]([S:24][CH2:23][C:22]([F:26])([F:25])[F:21])=[C:3]([CH:7]=1)[C:4]([OH:6])=[O:5])(=[O:13])=[O:12]. The yield is 0.990.